This data is from Reaction yield outcomes from USPTO patents with 853,638 reactions. The task is: Predict the reaction yield, written as a fraction of the theoretical maximum amount of product (1.0 means a 100% yield; for example, 0.34 means a 34% yield). (1) The reactants are [C:1]([O:5][C:6]([N:8]1[CH2:13][CH2:12][N:11]([C:14]2[CH:15]=[N:16][C:17]([NH:20]C=O)=[CH:18][CH:19]=2)[CH2:10][CH2:9]1)=[O:7])([CH3:4])([CH3:3])[CH3:2].C[Si]([N-][Si](C)(C)C)(C)C.[Li+].[NH2:33][C:34]1[C:39]([C:40](=[O:42])[CH3:41])=[CH:38][N:37]=[C:36](S(C)=O)[N:35]=1.CO. The catalyst is C1COCC1.CC#N.O.C(Cl)Cl. The product is [C:1]([O:5][C:6]([N:8]1[CH2:13][CH2:12][N:11]([C:14]2[CH:15]=[N:16][C:17]([NH:20][C:36]3[N:35]=[C:34]([NH2:33])[C:39]([C:40](=[O:42])[CH3:41])=[CH:38][N:37]=3)=[CH:18][CH:19]=2)[CH2:10][CH2:9]1)=[O:7])([CH3:4])([CH3:2])[CH3:3]. The yield is 0.170. (2) The reactants are [OH-].[Na+].[C:3]([O:7][C:8]([N:10]1[CH2:15][CH2:14][C:13](=[O:16])[CH2:12][CH2:11]1)=[O:9])([CH3:6])([CH3:5])[CH3:4].O.[CH3:18]S(C)=O. No catalyst specified. The product is [C:3]([O:7][C:8]([N:10]1[CH2:11][CH2:12][C:13]2([O:16][CH2:18]2)[CH2:14][CH2:15]1)=[O:9])([CH3:6])([CH3:4])[CH3:5]. The yield is 0.855. (3) The reactants are [CH2:1]([O:3][C:4]1[CH:5]=[C:6]([N:11]2[C:15]([CH2:16][NH:17]C(=O)OC(C)(C)C)=[CH:14][C:13]([C:25]([F:28])([F:27])[F:26])=[N:12]2)[CH:7]=[C:8]([CH3:10])[CH:9]=1)[CH3:2].[ClH:29]. The catalyst is O1CCOCC1. The product is [ClH:29].[CH2:1]([O:3][C:4]1[CH:5]=[C:6]([N:11]2[C:15]([CH2:16][NH2:17])=[CH:14][C:13]([C:25]([F:26])([F:27])[F:28])=[N:12]2)[CH:7]=[C:8]([CH3:10])[CH:9]=1)[CH3:2]. The yield is 0.710. (4) The reactants are [CH:1]1([C:4]2[O:5][C:6]3[C:7](=[C:9]([C:21]#[N:22])[C:10]([CH3:20])=[C:11]([C:14]4[N:15]=[C:16]([CH3:19])[S:17][CH:18]=4)[C:12]=3F)[N:8]=2)[CH2:3][CH2:2]1.C(N(CC)CC)C.[CH3:30][N:31]([CH3:37])[C@H:32]1[CH2:36][CH2:35][NH:34][CH2:33]1.O. The catalyst is CS(C)=O. The product is [CH:1]1([C:4]2[O:5][C:6]3[C:7](=[C:9]([C:21]#[N:22])[C:10]([CH3:20])=[C:11]([C:14]4[N:15]=[C:16]([CH3:19])[S:17][CH:18]=4)[C:12]=3[N:34]3[CH2:35][CH2:36][C@H:32]([N:31]([CH3:37])[CH3:30])[CH2:33]3)[N:8]=2)[CH2:3][CH2:2]1. The yield is 0.610. (5) The reactants are [CH2:1]([C:5]1[N:6]=[C:7]([CH2:27][CH3:28])[NH:8][C:9](=[O:26])[C:10]=1[CH2:11][C:12]1[CH:17]=[CH:16][C:15]([C:18]2[C:19]([C:24]#[N:25])=[CH:20][CH:21]=[CH:22][CH:23]=2)=[CH:14][CH:13]=1)[CH2:2][CH2:3][CH3:4].[CH3:29][O:30][C:31]1[CH:36]=[CH:35][C:34](B(O)O)=[CH:33][CH:32]=1.N1C=CC=CC=1.C(N(CC)CC)C. The catalyst is C(OCC)(=O)C.C([O-])(=O)C.[Cu+2].C([O-])(=O)C.ClCCl. The product is [CH2:1]([C:5]1[N:6]=[C:7]([CH2:27][CH3:28])[N:8]([C:34]2[CH:35]=[CH:36][C:31]([O:30][CH3:29])=[CH:32][CH:33]=2)[C:9](=[O:26])[C:10]=1[CH2:11][C:12]1[CH:17]=[CH:16][C:15]([C:18]2[C:19]([C:24]#[N:25])=[CH:20][CH:21]=[CH:22][CH:23]=2)=[CH:14][CH:13]=1)[CH2:2][CH2:3][CH3:4]. The yield is 1.00. (6) The reactants are [CH3:1][C:2]([S:26]([CH3:29])(=[O:28])=[O:27])([CH2:13][CH2:14][N:15]1[CH:19]=[C:18]([C:20]2[CH:25]=[CH:24][CH:23]=[CH:22][CH:21]=2)[N:17]=[CH:16]1)[C:3]([NH:5][O:6]C1CCCCO1)=[O:4].Cl.O1CCOCC1.CO. The catalyst is C(Cl)Cl. The product is [OH:6][NH:5][C:3](=[O:4])[C:2]([CH3:1])([S:26]([CH3:29])(=[O:28])=[O:27])[CH2:13][CH2:14][N:15]1[CH:19]=[C:18]([C:20]2[CH:25]=[CH:24][CH:23]=[CH:22][CH:21]=2)[N:17]=[CH:16]1. The yield is 0.370. (7) The reactants are [F:1][C:2]1[CH:7]=[C:6]([F:8])[C:5]([CH3:9])=[CH:4][C:3]=1B1OC(C)(C)C(C)(C)O1.[OH-:19].[Na+].OO.Cl. The catalyst is C1COCC1. The product is [F:1][C:2]1[CH:7]=[C:6]([F:8])[C:5]([CH3:9])=[CH:4][C:3]=1[OH:19]. The yield is 0.650.